Dataset: Full USPTO retrosynthesis dataset with 1.9M reactions from patents (1976-2016). Task: Predict the reactants needed to synthesize the given product. The reactants are: Cl.[CH3:2][C:3]1[CH:7]=[C:6]([CH2:8][C:9]([OH:11])=O)[O:5][N:4]=1.[CH2:12]([C@H:19]1[CH2:23][NH:22][C@H:21]([C:24]([NH:26][C:27]2[CH:32]=[CH:31][C:30]([O:33][C:34]3[CH:39]=[CH:38][C:37]([F:40])=[CH:36][CH:35]=3)=[CH:29][CH:28]=2)=[O:25])[CH2:20]1)[C:13]1[CH:18]=[CH:17][CH:16]=[CH:15][CH:14]=1. Given the product [CH2:12]([C@H:19]1[CH2:23][N:22]([C:9](=[O:11])[CH2:8][C:6]2[O:5][N:4]=[C:3]([CH3:2])[CH:7]=2)[C@H:21]([C:24]([NH:26][C:27]2[CH:32]=[CH:31][C:30]([O:33][C:34]3[CH:35]=[CH:36][C:37]([F:40])=[CH:38][CH:39]=3)=[CH:29][CH:28]=2)=[O:25])[CH2:20]1)[C:13]1[CH:14]=[CH:15][CH:16]=[CH:17][CH:18]=1, predict the reactants needed to synthesize it.